This data is from Forward reaction prediction with 1.9M reactions from USPTO patents (1976-2016). The task is: Predict the product of the given reaction. (1) Given the reactants [C:1]([O:5][C:6]([NH:8][C@H:9]([C:26](=[O:32])[N:27]1[CH2:31][CH2:30][CH2:29][CH2:28]1)[CH2:10][C:11]1[CH:16]=[CH:15][C:14](OS(C(F)(F)F)(=O)=O)=[CH:13][C:12]=1[F:25])=[O:7])([CH3:4])([CH3:3])[CH3:2].[B:33]1([B:33]2[O:37][C:36]([CH3:39])([CH3:38])[C:35]([CH3:41])([CH3:40])[O:34]2)[O:37][C:36]([CH3:39])([CH3:38])[C:35]([CH3:41])([CH3:40])[O:34]1.C([O-])(=O)C.[K+], predict the reaction product. The product is: [C:1]([O:5][C:6](=[O:7])[NH:8][C@@H:9]([CH2:10][C:11]1[CH:16]=[CH:15][C:14]([B:33]2[O:37][C:36]([CH3:39])([CH3:38])[C:35]([CH3:41])([CH3:40])[O:34]2)=[CH:13][C:12]=1[F:25])[C:26](=[O:32])[N:27]1[CH2:28][CH2:29][CH2:30][CH2:31]1)([CH3:3])([CH3:2])[CH3:4]. (2) Given the reactants [C:1]([O:5][C:6](=[O:33])[N:7]([C@@H:21]([C:23]1[C:32]2[C:27](=[CH:28][CH:29]=[CH:30][CH:31]=2)[CH:26]=[CH:25][CH:24]=1)[CH3:22])[CH2:8][CH:9]1[CH2:14][CH2:13][NH:12][CH2:11][CH:10]1[C:15]1[CH:20]=[CH:19][CH:18]=[CH:17][CH:16]=1)([CH3:4])([CH3:3])[CH3:2].[C:34]([O:45][CH3:46])(=[O:44])[C:35]1[CH:43]=[CH:42][CH:41]=[C:37]([C:38]([O-])=[O:39])[CH:36]=1.C1C=CC2N(O)N=NC=2C=1.CCN=C=NCCCN(C)C.Cl, predict the reaction product. The product is: [C:1]([O:5][C:6]([N:7]([CH2:8][CH:9]1[CH2:14][CH2:13][N:12]([C:38]([C:37]2[CH:36]=[C:35]([CH:43]=[CH:42][CH:41]=2)[C:34]([O:45][CH3:46])=[O:44])=[O:39])[CH2:11][CH:10]1[C:15]1[CH:16]=[CH:17][CH:18]=[CH:19][CH:20]=1)[C@@H:21]([C:23]1[C:32]2[C:27](=[CH:28][CH:29]=[CH:30][CH:31]=2)[CH:26]=[CH:25][CH:24]=1)[CH3:22])=[O:33])([CH3:2])([CH3:3])[CH3:4]. (3) Given the reactants [CH2:1]([O:3][C:4](=[O:17])[C@@H:5]([O:14][CH2:15][CH3:16])[CH2:6][C:7]1[CH:12]=[CH:11][C:10]([OH:13])=[CH:9][CH:8]=1)[CH3:2].CS(O[CH2:23][CH2:24][CH2:25][CH2:26][C:27]1[CH:32]=[CH:31][C:30]([N+:33]([O-:35])=[O:34])=[CH:29][CH:28]=1)(=O)=O.C(=O)([O-])[O-].[K+].[K+], predict the reaction product. The product is: [CH2:15]([O:14][C@@H:5]([CH2:6][C:7]1[CH:8]=[CH:9][C:10]([O:13][CH2:23][CH2:24][CH2:25][CH2:26][C:27]2[CH:32]=[CH:31][C:30]([N+:33]([O-:35])=[O:34])=[CH:29][CH:28]=2)=[CH:11][CH:12]=1)[C:4]([O:3][CH2:1][CH3:2])=[O:17])[CH3:16]. (4) Given the reactants [OH:1][CH2:2][C@H:3]([NH:14][C:15]([C:17]1[C:26]2[O:25][CH2:24][CH2:23][O:22][C:21]=2[CH:20]=[C:19](Br)[CH:18]=1)=[O:16])[CH2:4][C:5]1[C:13]2[C:8](=[CH:9][CH:10]=[CH:11][CH:12]=2)[NH:7][CH:6]=1.[Cl:28][C:29]1[CH:30]=[C:31](B(O)O)[CH:32]=[CH:33][C:34]=1[C:35](=[O:38])[NH:36][CH3:37].C(=O)([O-])[O-].[Na+].[Na+], predict the reaction product. The product is: [OH:1][CH2:2][C@H:3]([NH:14][C:15]([C:17]1[C:26]2[O:25][CH2:24][CH2:23][O:22][C:21]=2[CH:20]=[C:19]([C:31]2[CH:32]=[CH:33][C:34]([C:35](=[O:38])[NH:36][CH3:37])=[C:29]([Cl:28])[CH:30]=2)[CH:18]=1)=[O:16])[CH2:4][C:5]1[C:13]2[C:8](=[CH:9][CH:10]=[CH:11][CH:12]=2)[NH:7][CH:6]=1. (5) Given the reactants Cl.Cl.Cl.[NH2:4][C@H:5]([C:10]1[N:11]=[C:12]([NH:15][C:16]2[CH:21]=[CH:20][C:19]([N:22]3[CH:26]=[C:25]([CH3:27])[N:24]=[CH:23]3)=[C:18]([O:28][CH3:29])[CH:17]=2)[S:13][CH:14]=1)[CH2:6][CH:7]([CH3:9])[CH3:8].[F:30][C:31]1[CH:36]=[CH:35][C:34]([S:37](Cl)(=[O:39])=[O:38])=[CH:33][CH:32]=1, predict the reaction product. The product is: [F:30][C:31]1[CH:36]=[CH:35][C:34]([S:37]([NH:4][C@H:5]([C:10]2[N:11]=[C:12]([NH:15][C:16]3[CH:21]=[CH:20][C:19]([N:22]4[CH:26]=[C:25]([CH3:27])[N:24]=[CH:23]4)=[C:18]([O:28][CH3:29])[CH:17]=3)[S:13][CH:14]=2)[CH2:6][CH:7]([CH3:8])[CH3:9])(=[O:39])=[O:38])=[CH:33][CH:32]=1.